This data is from Catalyst prediction with 721,799 reactions and 888 catalyst types from USPTO. The task is: Predict which catalyst facilitates the given reaction. (1) Reactant: Br[C:2]1[N:3]=[C:4]([C:23]2[CH:28]=[CH:27][CH:26]=[CH:25][C:24]=2[C:29]([F:32])([F:31])[F:30])[N:5]([C:7]2[CH:12]=[CH:11][C:10]([C:13]3[CH:18]=[CH:17][CH:16]=[C:15]([S:19]([CH3:22])(=[O:21])=[O:20])[CH:14]=3)=[CH:9][CH:8]=2)[CH:6]=1.[CH:33]1(B(O)[OH:37])[CH2:35][CH2:34]1.P(C1CCCCC1)(C1CCCCC1)C1CCCCC1.[O-]P([O-])([O-])=O.[K+].[K+].[K+].[OH2:66]. Product: [C:24]([OH:37])([C:29]([F:32])([F:31])[F:30])=[O:66].[CH:33]1([C:2]2[N:3]=[C:4]([C:23]3[CH:28]=[CH:27][CH:26]=[CH:25][C:24]=3[C:29]([F:32])([F:31])[F:30])[N:5]([C:7]3[CH:12]=[CH:11][C:10]([C:13]4[CH:18]=[CH:17][CH:16]=[C:15]([S:19]([CH3:22])(=[O:21])=[O:20])[CH:14]=4)=[CH:9][CH:8]=3)[CH:6]=2)[CH2:35][CH2:34]1. The catalyst class is: 874. (2) Reactant: C(OC([N:8]1[C:12]2[N:13]=[CH:14][N:15]=[C:16]([N:17]3[CH2:24][C:21]4([CH2:23][CH2:22]4)[N:20]([S:25](=[O:33])(=[O:32])[NH:26][CH2:27][CH2:28][CH2:29][C:30]#[N:31])[CH2:19][CH2:18]3)[C:11]=2[CH:10]=[CH:9]1)=O)(C)(C)C.C([O-])([O-])=O.[Cs+].[Cs+].Br[CH2:41][CH2:42][CH2:43][C:44]1[CH:49]=[CH:48][CH:47]=[CH:46][CH:45]=1. Product: [C:30]([CH2:29][CH2:28][CH2:27][N:26]([CH2:41][CH2:42][CH2:43][C:44]1[CH:49]=[CH:48][CH:47]=[CH:46][CH:45]=1)[S:25]([N:20]1[CH2:19][CH2:18][N:17]([C:16]2[C:11]3[CH:10]=[CH:9][NH:8][C:12]=3[N:13]=[CH:14][N:15]=2)[CH2:24][C:21]21[CH2:23][CH2:22]2)(=[O:32])=[O:33])#[N:31]. The catalyst class is: 23. (3) Reactant: C(OC(=O)[NH:7][C:8]1[CH:13]=[C:12]([NH:14][CH2:15][CH:16]([CH3:18])[CH3:17])[C:11]([Cl:19])=[CH:10][C:9]=1[NH:20][C:21](=[O:38])[CH2:22][C:23]([C:25]1[CH:30]=[CH:29][CH:28]=[C:27]([C:31]2[CH:36]=[CH:35][N:34]=[C:33]([CH3:37])[CH:32]=2)[CH:26]=1)=O)(C)(C)C.C(O)(C(F)(F)F)=O. Product: [Cl:19][C:11]1[C:12]([NH:14][CH2:15][CH:16]([CH3:18])[CH3:17])=[CH:13][C:8]2[N:7]=[C:23]([C:25]3[CH:30]=[CH:29][CH:28]=[C:27]([C:31]4[CH:36]=[CH:35][N:34]=[C:33]([CH3:37])[CH:32]=4)[CH:26]=3)[CH2:22][C:21](=[O:38])[NH:20][C:9]=2[CH:10]=1. The catalyst class is: 2. (4) Reactant: O=[C:2]1[N:8]([CH2:9][C:10]([C:12]2[CH:17]=[CH:16][C:15]([C:18]3([NH:22][C:23](=[O:29])[O:24][C:25]([CH3:28])([CH3:27])[CH3:26])[CH2:21][CH2:20][CH2:19]3)=[CH:14][CH:13]=2)=O)[C:7]2[CH:30]=[CH:31][CH:32]=[N:33][C:6]=2[NH:5][C:4]2[CH:34]=[CH:35][CH:36]=[CH:37][C:3]1=2.C([O-])(=O)C.[NH4+:42].C(=O)(O)[O-].[Na+]. Product: [N:42]1[C:10]([C:12]2[CH:13]=[CH:14][C:15]([C:18]3([NH:22][C:23](=[O:29])[O:24][C:25]([CH3:27])([CH3:28])[CH3:26])[CH2:19][CH2:20][CH2:21]3)=[CH:16][CH:17]=2)=[CH:9][N:8]2[C:2]=1[C:3]1[CH:37]=[CH:36][CH:35]=[CH:34][C:4]=1[NH:5][C:6]1[N:33]=[CH:32][CH:31]=[CH:30][C:7]2=1. The catalyst class is: 15. (5) Reactant: [C:1]([C:3]1[CH:8]=[CH:7][C:6]([CH:9]2[O:11][CH:10]2C(OCC)=O)=[C:5]([CH3:17])[CH:4]=1)#[N:2].CC[O-].[Na+].O. Product: [CH3:17][C:5]1[CH:4]=[C:3]([CH:8]=[CH:7][C:6]=1[CH2:9][CH:10]=[O:11])[C:1]#[N:2]. The catalyst class is: 8. (6) The catalyst class is: 199. Product: [NH2:5][C:14]1[C:21]([CH3:22])=[CH:20][C:17]([C:18]#[N:19])=[C:16]([O:23][CH3:24])[CH:15]=1. Reactant: NN.O=C1C2C(=CC=CC=2)C(=O)[N:5]1[C:14]1[C:21]([CH3:22])=[CH:20][C:17]([C:18]#[N:19])=[C:16]([O:23][CH3:24])[CH:15]=1.[Cl-].[Na+].C(=O)([O-])O.[Na+].